Dataset: Reaction yield outcomes from USPTO patents with 853,638 reactions. Task: Predict the reaction yield, written as a fraction of the theoretical maximum amount of product (1.0 means a 100% yield; for example, 0.34 means a 34% yield). (1) The reactants are [NH2:1][C:2]1[CH:7]=[CH:6][CH:5]=[CH:4][C:3]=1[C:8]1[NH:9][C:10]2[C:15]([CH:16]=1)=[CH:14][CH:13]=[CH:12][CH:11]=2.[CH3:17][O:18][C:19]1[CH:24]=[CH:23][CH:22]=[CH:21][C:20]=1[CH2:25][C:26](O)=[O:27]. No catalyst specified. The product is [NH:9]1[C:10]2[C:15](=[CH:14][CH:13]=[CH:12][CH:11]=2)[CH:16]=[C:8]1[C:3]1[CH:4]=[CH:5][CH:6]=[CH:7][C:2]=1[NH:1][C:26](=[O:27])[CH2:25][C:20]1[CH:21]=[CH:22][CH:23]=[CH:24][C:19]=1[O:18][CH3:17]. The yield is 0.530. (2) The reactants are [C:1]([O:5][C:6]([N:8]1[CH2:13][CH2:12][CH:11]([OH:14])[CH2:10][CH2:9]1)=[O:7])([CH3:4])([CH3:3])[CH3:2].[H-].[Na+].Cl.Cl[C:19]1[CH:24]=[CH:23][CH:22]=[CH:21][N:20]=1. The catalyst is CN(C)C=O. The product is [C:1]([O:5][C:6]([N:8]1[CH2:13][CH2:12][CH:11]([O:14][C:19]2[CH:24]=[CH:23][CH:22]=[CH:21][N:20]=2)[CH2:10][CH2:9]1)=[O:7])([CH3:4])([CH3:2])[CH3:3]. The yield is 0.720. (3) The reactants are [F:1][C:2]1[CH:10]=[C:9]2[C:5]([C:6]([C:20]3[CH:21]=[N:22][NH:23][CH:24]=3)=[CH:7][N:8]2[S:11]([C:14]2[CH:19]=[CH:18][CH:17]=[CH:16][CH:15]=2)(=[O:13])=[O:12])=[CH:4][CH:3]=1.C([O-])([O-])=O.[K+].[K+].Br[CH2:32][C:33]([O:35][CH2:36][CH3:37])=[O:34]. The catalyst is CN(C=O)C.[NH4+].[Cl-]. The product is [F:1][C:2]1[CH:10]=[C:9]2[C:5]([C:6]([C:20]3[CH:24]=[N:23][N:22]([CH2:32][C:33]([O:35][CH2:36][CH3:37])=[O:34])[CH:21]=3)=[CH:7][N:8]2[S:11]([C:14]2[CH:15]=[CH:16][CH:17]=[CH:18][CH:19]=2)(=[O:12])=[O:13])=[CH:4][CH:3]=1. The yield is 0.880. (4) The reactants are [Cl:1][C:2]1[CH:7]=[C:6]([O:8][CH3:9])[CH:5]=[C:4]([Cl:10])[N:3]=1.C([Li])CCC.[C:16](=[O:18])=[O:17].Cl. The catalyst is C1COCC1. The product is [Cl:1][C:2]1[C:7]([C:16]([OH:18])=[O:17])=[C:6]([O:8][CH3:9])[CH:5]=[C:4]([Cl:10])[N:3]=1. The yield is 0.700. (5) The reactants are [P:1](Cl)(Cl)(=[O:13])[O:2][C:3]1[C:12]2[C:7](=[CH:8][CH:9]=[CH:10][CH:11]=2)[CH:6]=[CH:5][CH:4]=1.C1(C)C=CC(S(O)(=O)=O)=CC=1.[CH2:27]([O:32][C:33](=[O:37])[C@H:34]([CH3:36])[NH2:35])[C:28]([CH3:31])([CH3:30])[CH3:29].C(N(CC)CC)C.[F:45][C:46]1[C:51]([OH:52])=[C:50]([F:53])[C:49]([F:54])=[C:48]([F:55])[C:47]=1[F:56]. The catalyst is ClCCl. The product is [C:3]1([O:2][P:1]([NH:35][C@@H:34]([CH3:36])[C:33]([O:32][CH2:27][C:28]([CH3:31])([CH3:30])[CH3:29])=[O:37])([O:52][C:51]2[C:46]([F:45])=[C:47]([F:56])[C:48]([F:55])=[C:49]([F:54])[C:50]=2[F:53])=[O:13])[C:12]2[C:7](=[CH:8][CH:9]=[CH:10][CH:11]=2)[CH:6]=[CH:5][CH:4]=1. The yield is 0.720. (6) The reactants are [CH3:1][N:2]([C:13]1[CH:18]=[CH:17][C:16]([CH2:19][CH2:20][CH2:21][CH2:22][CH2:23][CH2:24][CH2:25][CH3:26])=[CH:15][CH:14]=1)[C:3](=[O:12])[NH:4][CH2:5][CH2:6][C:7]([O:9]CC)=[O:8].C(C1C=CC(NC(=O)NCCC(OCC)=O)=CC=1)CCCCCCC. No catalyst specified. The product is [CH3:1][N:2]([C:13]1[CH:14]=[CH:15][C:16]([CH2:19][CH2:20][CH2:21][CH2:22][CH2:23][CH2:24][CH2:25][CH3:26])=[CH:17][CH:18]=1)[C:3](=[O:12])[NH:4][CH2:5][CH2:6][C:7]([OH:9])=[O:8]. The yield is 0.840. (7) The reactants are C(O/[CH:4]=[N:5]/[C:6]1[C:14]2[C:9](=[N:10][C:11]([N:21]3[CH2:26][CH2:25][O:24][CH2:23][CH2:22]3)=[C:12]3[CH2:18][O:17][C:16]([CH3:20])([CH3:19])[CH2:15][C:13]3=2)[O:8][C:7]=1[C:27]([O:29]CC)=O)C.[NH3:32]. The catalyst is C(O)C. The product is [CH3:20][C:16]1([CH3:19])[O:17][CH2:18][C:12]2=[C:11]([N:21]3[CH2:26][CH2:25][O:24][CH2:23][CH2:22]3)[N:10]=[C:9]3[O:8][C:7]4[C:27](=[O:29])[NH:32][CH:4]=[N:5][C:6]=4[C:14]3=[C:13]2[CH2:15]1. The yield is 0.850. (8) The catalyst is C1COCC1. The yield is 0.580. The product is [OH:8][C:4]1[CH:3]=[C:2]([B:16]([OH:19])[OH:17])[CH:7]=[CH:6][CH:5]=1. The reactants are Br[C:2]1[CH:3]=[C:4]([OH:8])[CH:5]=[CH:6][CH:7]=1.[H-].[Na+].C([Li])(CC)C.[B:16](OC)([O:19]C)[O:17]C. (9) The reactants are CC1C=CC(S(OCC2CC3C=CC=C(C4C=CC=CC=4)C=3O2)(=O)=O)=CC=1.[N-]=[N+]=[N-].[Na+].[C:32]1([C:38]2[C:46]3[O:45][CH:44]([CH2:47][N:48]=[N+]=[N-])[CH2:43][C:42]=3[CH:41]=[CH:40][CH:39]=2)[CH:37]=[CH:36][CH:35]=[CH:34][CH:33]=1.[N-]=[N+]=[N-]. The catalyst is [Pd]. The product is [C:32]1([C:38]2[C:46]3[O:45][CH:44]([CH2:47][NH2:48])[CH2:43][C:42]=3[CH:41]=[CH:40][CH:39]=2)[CH:33]=[CH:34][CH:35]=[CH:36][CH:37]=1. The yield is 0.650.